From a dataset of Full USPTO retrosynthesis dataset with 1.9M reactions from patents (1976-2016). Predict the reactants needed to synthesize the given product. (1) The reactants are: Cl[C:2]1[CH:7]=[C:6]([Cl:8])[N:5]=[CH:4][N:3]=1.[Cl:9][C:10]1[C:11]([NH2:17])=[N:12][CH:13]=[C:14]([Cl:16])[CH:15]=1.C([O-])([O-])=O.[Cs+].[Cs+].C1C=CC(P(C2C(C3C(P(C4C=CC=CC=4)C4C=CC=CC=4)=CC=C4C=3C=CC=C4)=C3C(C=CC=C3)=CC=2)C2C=CC=CC=2)=CC=1. Given the product [Cl:8][C:6]1[N:5]=[CH:4][N:3]=[C:2]([NH:17][C:11]2[C:10]([Cl:9])=[CH:15][C:14]([Cl:16])=[CH:13][N:12]=2)[CH:7]=1, predict the reactants needed to synthesize it. (2) Given the product [NH2:24][C:20]1[S:21][CH2:22][CH2:23][C:18]2([C:32]3[C:14](=[CH:13][CH:12]=[C:11]([NH:10][C:8](=[O:9])[C:5]4[CH:4]=[CH:3][C:2]([Br:1])=[CH:7][N:6]=4)[CH:33]=3)[CH2:15][C:16]([CH3:35])([CH3:34])[CH2:17]2)[N:19]=1, predict the reactants needed to synthesize it. The reactants are: [Br:1][C:2]1[CH:3]=[CH:4][C:5]([C:8]([NH:10][C:11]2[CH:33]=[C:32]3[C:14]([CH2:15][C:16]([CH3:35])([CH3:34])[CH2:17][C:18]43[CH2:23][CH2:22][S:21][C:20]([NH:24]C(=O)OC(C)(C)C)=[N:19]4)=[CH:13][CH:12]=2)=[O:9])=[N:6][CH:7]=1.C(O)(C(F)(F)F)=O. (3) Given the product [Cl:1][C:2]1[C:7]([F:8])=[C:6]([O:11][CH3:10])[CH:5]=[CH:4][N:3]=1, predict the reactants needed to synthesize it. The reactants are: [Cl:1][C:2]1[C:7]([F:8])=[C:6](Cl)[CH:5]=[CH:4][N:3]=1.[CH3:10][O-:11].[Na+]. (4) Given the product [F:1][C:2]1[CH:3]=[CH:4][C:5]([C:6]([NH:7][CH2:8][C:9](=[O:11])[NH:30][CH:23]([C:20]2[CH:19]=[CH:18][C:17]([O:16][CH3:15])=[CH:22][CH:21]=2)[C:24]2[CH:25]=[CH:26][CH:27]=[CH:28][CH:29]=2)=[O:12])=[CH:13][CH:14]=1, predict the reactants needed to synthesize it. The reactants are: [F:1][C:2]1[CH:14]=[CH:13][C:5]([C:6](=[O:12])[NH:7][CH2:8][C:9]([OH:11])=O)=[CH:4][CH:3]=1.[CH3:15][O:16][C:17]1[CH:22]=[CH:21][C:20]([CH:23]([NH2:30])[C:24]2[CH:29]=[CH:28][CH:27]=[CH:26][CH:25]=2)=[CH:19][CH:18]=1. (5) The reactants are: [C:1]12[C:7](=[CH:8][CH:9]=[CH:10][CH:11]=1)[NH:6]C(=O)[O:4][C:2]2=O.O1CCCC1.[CH2:18]([NH2:21])[C:19]#[CH:20]. Given the product [NH2:6][C:7]1[CH:8]=[CH:9][CH:10]=[CH:11][C:1]=1[C:2]([NH:21][CH2:18][C:19]#[CH:20])=[O:4], predict the reactants needed to synthesize it. (6) Given the product [Cl:17][C:18]1[C:23]([O:24][CH3:25])=[CH:22][C:21]([O:26][CH3:27])=[C:20]([Cl:28])[C:19]=1[C:29]1[C:40](=[O:41])[N:39]([CH2:2][C:3]2[CH:4]=[C:5]([NH:9][C:10](=[O:16])[O:11][C:12]([CH3:15])([CH3:14])[CH3:13])[CH:6]=[CH:7][CH:8]=2)[C:32]2[N:33]=[C:34]([S:37][CH3:38])[N:35]=[CH:36][C:31]=2[CH:30]=1, predict the reactants needed to synthesize it. The reactants are: I[CH2:2][C:3]1[CH:4]=[C:5]([NH:9][C:10](=[O:16])[O:11][C:12]([CH3:15])([CH3:14])[CH3:13])[CH:6]=[CH:7][CH:8]=1.[Cl:17][C:18]1[C:23]([O:24][CH3:25])=[CH:22][C:21]([O:26][CH3:27])=[C:20]([Cl:28])[C:19]=1[C:29]1[C:40](=[O:41])[NH:39][C:32]2[N:33]=[C:34]([S:37][CH3:38])[N:35]=[CH:36][C:31]=2[CH:30]=1.C(=O)([O-])[O-].[K+].[K+]. (7) Given the product [C:1]([O:5][C:6]([N:8]([C:24]([O:26][C:27]([CH3:30])([CH3:29])[CH3:28])=[O:25])[C:9]1[O:17][C:16]2[C:11](=[N:12][CH:13]=[C:14]([C:31]([CH3:33])=[CH2:32])[CH:15]=2)[C:10]=1[C:19]([O:21][CH2:22][CH3:23])=[O:20])=[O:7])([CH3:4])([CH3:3])[CH3:2], predict the reactants needed to synthesize it. The reactants are: [C:1]([O:5][C:6]([N:8]([C:24]([O:26][C:27]([CH3:30])([CH3:29])[CH3:28])=[O:25])[C:9]1[O:17][C:16]2[C:11](=[N:12][CH:13]=[C:14](Br)[CH:15]=2)[C:10]=1[C:19]([O:21][CH2:22][CH3:23])=[O:20])=[O:7])([CH3:4])([CH3:3])[CH3:2].[C:31](B1OC(C)(C)C(C)(C)O1)([CH3:33])=[CH2:32].[O-]P([O-])([O-])=O.[K+].[K+].[K+].O. (8) Given the product [CH2:15]([O:17][C:18]([C:20]1([CH2:35][O:14][C:11]2[CH:12]=[N:13][C:8]([C:5]3[CH:4]=[CH:3][C:2]([Cl:1])=[CH:7][CH:6]=3)=[CH:9][CH:10]=2)[CH2:24][CH2:23][N:22]([C:25](=[O:34])[C:26]2[CH:27]=[CH:28][C:29]([O:32][CH3:33])=[CH:30][CH:31]=2)[CH2:21]1)=[O:19])[CH3:16], predict the reactants needed to synthesize it. The reactants are: [Cl:1][C:2]1[CH:7]=[CH:6][C:5]([C:8]2[N:13]=[CH:12][C:11]([OH:14])=[CH:10][CH:9]=2)=[CH:4][CH:3]=1.[CH2:15]([O:17][C:18]([C:20]1([CH2:35]I)[CH2:24][CH2:23][N:22]([C:25](=[O:34])[C:26]2[CH:31]=[CH:30][C:29]([O:32][CH3:33])=[CH:28][CH:27]=2)[CH2:21]1)=[O:19])[CH3:16].